This data is from Catalyst prediction with 721,799 reactions and 888 catalyst types from USPTO. The task is: Predict which catalyst facilitates the given reaction. (1) Reactant: [CH3:1][C:2]1[CH:3]=[C:4]2[C:9](=[CH:10][CH:11]=1)[N:8]=[C:7]([C:12]1[CH:17]=[CH:16][N:15]=[CH:14][CH:13]=1)[CH:6]=[C:5]2[C:18](O)=[O:19].N1([C:26]([N:28]2[CH:32]=[CH:31][N:30]=[CH:29]2)=O)C=CN=C1.N1CCNCC1. Product: [CH3:1][C:2]1[CH:3]=[C:4]2[C:9](=[CH:10][CH:11]=1)[N:8]=[C:7]([C:12]1[CH:17]=[CH:16][N:15]=[CH:14][CH:13]=1)[CH:6]=[C:5]2[C:18]([N:28]1[CH2:32][CH2:31][NH:30][CH2:29][CH2:26]1)=[O:19]. The catalyst class is: 9. (2) Product: [F:1][C:2]1[CH:3]=[C:4]([CH:16]=[CH:17][CH:18]=1)[CH2:5][C:6]1[CH:7]=[C:8]([CH:13]=[CH:14][CH:15]=1)[C:9]([OH:11])=[O:10]. The catalyst class is: 90. Reactant: [F:1][C:2]1[CH:3]=[C:4]([CH:16]=[CH:17][CH:18]=1)[CH2:5][C:6]1[CH:7]=[C:8]([CH:13]=[CH:14][CH:15]=1)[C:9]([O:11]C)=[O:10].[OH-].[Li+]. (3) Reactant: [C:1](=O)([O-])[O-].[K+].[K+].O.[F:8][C:9]1[CH:14]=[CH:13][CH:12]=[CH:11][C:10]=1[N:15]1[C:19]([OH:20])=[CH:18][C:17]([C:21]([O:23][CH3:24])=[O:22])=[N:16]1.S(OC)(OC)(=O)=O. Product: [F:8][C:9]1[CH:14]=[CH:13][CH:12]=[CH:11][C:10]=1[N:15]1[C:19]([O:20][CH3:1])=[CH:18][C:17]([C:21]([O:23][CH3:24])=[O:22])=[N:16]1. The catalyst class is: 824.